This data is from Catalyst prediction with 721,799 reactions and 888 catalyst types from USPTO. The task is: Predict which catalyst facilitates the given reaction. (1) Reactant: C[O:2][C:3](=[O:21])[CH2:4][C:5]1[CH:10]=[C:9]([O:11][CH2:12][C:13]2[CH:18]=[CH:17][C:16]([F:19])=[CH:15][CH:14]=2)[CH:8]=[CH:7][C:6]=1[I:20].[OH-].[Li+]. Product: [F:19][C:16]1[CH:15]=[CH:14][C:13]([CH2:12][O:11][C:9]2[CH:8]=[CH:7][C:6]([I:20])=[C:5]([CH2:4][C:3]([OH:21])=[O:2])[CH:10]=2)=[CH:18][CH:17]=1. The catalyst class is: 90. (2) Reactant: [F:1][C:2]1[CH:7]=[CH:6][C:5]([S:8](Cl)(=[O:10])=[O:9])=[CH:4][CH:3]=1.[CH3:12][O:13][C:14]1[CH:32]=[C:31]([O:33][CH3:34])[CH:30]=[CH:29][C:15]=1[CH2:16][NH:17][CH2:18][C:19]1[CH:24]=[CH:23][C:22]([O:25][CH3:26])=[CH:21][C:20]=1[O:27][CH3:28].C(N(CC)CC)C. Product: [CH3:28][O:27][C:20]1[CH:21]=[C:22]([O:25][CH3:26])[CH:23]=[CH:24][C:19]=1[CH2:18][N:17]([CH2:16][C:15]1[CH:29]=[CH:30][C:31]([O:33][CH3:34])=[CH:32][C:14]=1[O:13][CH3:12])[S:8]([C:5]1[CH:6]=[CH:7][C:2]([F:1])=[CH:3][CH:4]=1)(=[O:10])=[O:9]. The catalyst class is: 4.